This data is from Catalyst prediction with 721,799 reactions and 888 catalyst types from USPTO. The task is: Predict which catalyst facilitates the given reaction. (1) Reactant: [C:1]([O:5][C:6](=[O:18])[NH:7][C:8]1([C:12](=[O:17])N(OC)C)[CH2:11][CH2:10][CH2:9]1)([CH3:4])([CH3:3])[CH3:2].[CH3:19][Mg]Br.CCOCC. Product: [C:1]([O:5][C:6](=[O:18])[NH:7][C:8]1([C:12](=[O:17])[CH3:19])[CH2:9][CH2:10][CH2:11]1)([CH3:2])([CH3:3])[CH3:4]. The catalyst class is: 1. (2) Reactant: [CH3:1][C:2]1([N:7]2[CH:12]=[CH:11][C:10](=[O:13])[C:9]([CH2:14][C:15]3[CH:16]=[C:17]([C:21]4[N:26]=[CH:25][C:24]([C:27]5[CH2:28][CH2:29][N:30]([C:33]([O:35][C:36]([CH3:39])([CH3:38])[CH3:37])=[O:34])[CH2:31][CH:32]=5)=[CH:23][N:22]=4)[CH:18]=[CH:19][CH:20]=3)=[N:8]2)[CH2:6][NH:5][N:4]=[CH:3]1.C(O)C. Product: [CH3:6][N:5]1[CH:1]=[C:2]([N:7]2[CH:12]=[CH:11][C:10](=[O:13])[C:9]([CH2:14][C:15]3[CH:16]=[C:17]([C:21]4[N:22]=[CH:23][C:24]([CH:27]5[CH2:32][CH2:31][N:30]([C:33]([O:35][C:36]([CH3:38])([CH3:37])[CH3:39])=[O:34])[CH2:29][CH2:28]5)=[CH:25][N:26]=4)[CH:18]=[CH:19][CH:20]=3)=[N:8]2)[CH:3]=[N:4]1. The catalyst class is: 687.